This data is from Full USPTO retrosynthesis dataset with 1.9M reactions from patents (1976-2016). The task is: Predict the reactants needed to synthesize the given product. Given the product [ClH:15].[ClH:15].[CH3:16][O:17][C:18]1[C:26]2[O:25][C:24]([CH3:28])([CH3:27])[CH2:23][C:22]=2[C:21]([C:29]2[C@@H:38]3[C@@H:33]([CH2:34][CH:35]=[CH:36][CH2:37]3)[C:32](=[O:39])[N:31]([C:40]3[CH:45]=[CH:44][C:43]([C:46]([N:4]4[CH2:3][CH2:2][N:1]([CH2:7][CH2:8][N:9]5[CH2:10][CH2:11][O:12][CH2:13][CH2:14]5)[CH2:6][CH2:5]4)=[O:47])=[CH:42][CH:41]=3)[N:30]=2)=[CH:20][CH:19]=1, predict the reactants needed to synthesize it. The reactants are: [N:1]1([CH2:7][CH2:8][N:9]2[CH2:14][CH2:13][O:12][CH2:11][CH2:10]2)[CH2:6][CH2:5][NH:4][CH2:3][CH2:2]1.[ClH:15].[CH3:16][O:17][C:18]1[C:26]2[O:25][C:24]([CH3:28])([CH3:27])[CH2:23][C:22]=2[C:21]([C:29]2[C@@H:38]3[C@@H:33]([CH2:34][CH:35]=[CH:36][CH2:37]3)[C:32](=[O:39])[N:31]([C:40]3[CH:45]=[CH:44][C:43]([C:46](N4CCN(C/C=C/C5C=CC=CC=5)CC4)=[O:47])=[CH:42][CH:41]=3)[N:30]=2)=[CH:20][CH:19]=1.